From a dataset of NCI-60 drug combinations with 297,098 pairs across 59 cell lines. Regression. Given two drug SMILES strings and cell line genomic features, predict the synergy score measuring deviation from expected non-interaction effect. (1) Drug 1: CN1CCC(CC1)COC2=C(C=C3C(=C2)N=CN=C3NC4=C(C=C(C=C4)Br)F)OC. Drug 2: CC(C)(C#N)C1=CC(=CC(=C1)CN2C=NC=N2)C(C)(C)C#N. Cell line: LOX IMVI. Synergy scores: CSS=6.46, Synergy_ZIP=-3.69, Synergy_Bliss=-2.57, Synergy_Loewe=-0.967, Synergy_HSA=-0.522. (2) Drug 1: CC1=CC2C(CCC3(C2CCC3(C(=O)C)OC(=O)C)C)C4(C1=CC(=O)CC4)C. Drug 2: C1=CC(=CC=C1CCCC(=O)O)N(CCCl)CCCl. Cell line: BT-549. Synergy scores: CSS=17.2, Synergy_ZIP=-4.98, Synergy_Bliss=1.70, Synergy_Loewe=-9.79, Synergy_HSA=-0.266. (3) Drug 1: CS(=O)(=O)OCCCCOS(=O)(=O)C. Drug 2: B(C(CC(C)C)NC(=O)C(CC1=CC=CC=C1)NC(=O)C2=NC=CN=C2)(O)O. Cell line: BT-549. Synergy scores: CSS=61.9, Synergy_ZIP=-3.17, Synergy_Bliss=-0.983, Synergy_Loewe=-3.24, Synergy_HSA=-2.93. (4) Drug 1: CNC(=O)C1=NC=CC(=C1)OC2=CC=C(C=C2)NC(=O)NC3=CC(=C(C=C3)Cl)C(F)(F)F. Drug 2: C1=NNC2=C1C(=O)NC=N2. Cell line: RXF 393. Synergy scores: CSS=-1.05, Synergy_ZIP=-1.51, Synergy_Bliss=-4.69, Synergy_Loewe=-4.64, Synergy_HSA=-4.29.